Dataset: Forward reaction prediction with 1.9M reactions from USPTO patents (1976-2016). Task: Predict the product of the given reaction. (1) Given the reactants [CH2:1]1[O:6][C:4](=[O:5])[NH:3][CH:2]1[CH2:7][C:8]1[CH:13]=[CH:12][CH:11]=[CH:10][CH:9]=1.[Li]CCCC.[Br:19]CCCCC(Cl)=O.[CH2:27]1[CH2:31][O:30][CH2:29][CH2:28]1, predict the reaction product. The product is: [CH2:7]([C@H:2]1[CH2:1][O:6][C:4](=[O:5])[N:3]1[C:29](=[O:30])[CH2:28][CH2:27][CH2:31][Br:19])[C:8]1[CH:9]=[CH:10][CH:11]=[CH:12][CH:13]=1. (2) Given the reactants [Br:1][C:2]1[CH:7]=[CH:6][C:5]([CH:8]([CH:26]2[CH2:28][CH2:27]2)[N:9]2[CH2:14][CH2:13][C:12]([CH2:21][C:22]([CH3:24])=[CH2:23])([C:15]3[CH:20]=[CH:19][CH:18]=[CH:17][CH:16]=3)[O:11][C:10]2=[O:25])=[CH:4][CH:3]=1.ClC1C=C(C=CC=1)C(OO)=[O:34].[O-]S([O-])(=S)=O.[Na+].[Na+].C([O-])(O)=O.[Na+], predict the reaction product. The product is: [Br:1][C:2]1[CH:3]=[CH:4][C:5]([CH:8]([CH:26]2[CH2:28][CH2:27]2)[N:9]2[CH2:14][CH2:13][C:12]([CH2:21][C:22]3([CH3:24])[CH2:23][O:34]3)([C:15]3[CH:16]=[CH:17][CH:18]=[CH:19][CH:20]=3)[O:11][C:10]2=[O:25])=[CH:6][CH:7]=1.